From a dataset of Reaction yield outcomes from USPTO patents with 853,638 reactions. Predict the reaction yield, written as a fraction of the theoretical maximum amount of product (1.0 means a 100% yield; for example, 0.34 means a 34% yield). (1) The reactants are [C:1]([O:5][C:6]([NH:8][CH2:9][C:10]1[N:11]([CH2:30][CH:31]([CH3:33])[CH3:32])[C:12](=[O:29])[C:13]2[C:18]([C:19]=1C1C=CC=CC=1)=[CH:17][C:16]([C:26]([OH:28])=O)=[CH:15][CH:14]=2)=[O:7])([CH3:4])([CH3:3])[CH3:2].Cl.[CH3:35][NH:36][O:37][CH3:38].O.ON1[C:45]2[CH:46]=[CH:47][CH:48]=[CH:49][C:44]=2N=N1.Cl.C(N=C=NCCCN(C)C)C.C(N(CC)CC)C.C(O)(=O)CC(CC(O)=O)(C(O)=O)O. The catalyst is CN(C)C=O. The product is [CH2:30]([N:11]1[C:10]([CH2:9][NH:8][C:6](=[O:7])[O:5][C:1]([CH3:2])([CH3:4])[CH3:3])=[C:19]([C:44]2[CH:45]=[CH:46][CH:47]=[CH:48][CH:49]=2)[C:18]2[C:13](=[CH:14][CH:15]=[C:16]([C:26]([N:36]([O:37][CH3:38])[CH3:35])=[O:28])[CH:17]=2)[C:12]1=[O:29])[CH:31]([CH3:32])[CH3:33]. The yield is 0.940. (2) The reactants are [NH2:1][C:2]1[N:10]=[C:9]([O:11][CH3:12])[CH:8]=[C:7]([O:13][CH3:14])[C:3]=1[C:4]([NH2:6])=[O:5].[O:15]([CH2:23][CH2:24][O:25][C:26]1[C:33]([CH3:34])=[CH:32][C:29]([CH:30]=O)=[CH:28][C:27]=1[CH3:35])[Si](C(C)(C)C)(C)C.OS([O-])=O.[Na+].CC1C=CC(S(O)(=O)=O)=CC=1.CCCC[N+](CCCC)(CCCC)CCCC.[F-]. The catalyst is CN(C)C(=O)C.C1COCC1.O. The product is [OH:15][CH2:23][CH2:24][O:25][C:26]1[C:33]([CH3:34])=[CH:32][C:29]([C:30]2[NH:6][C:4](=[O:5])[C:3]3[C:7]([O:13][CH3:14])=[CH:8][C:9]([O:11][CH3:12])=[N:10][C:2]=3[N:1]=2)=[CH:28][C:27]=1[CH3:35]. The yield is 0.0600. (3) The reactants are Br[C:2]1[CH:7]=[CH:6][C:5]([Cl:8])=[CH:4][C:3]=1[C:9]1[N:13]([CH3:14])[N:12]=[CH:11][CH:10]=1.[B:15](OC(C)C)([O:20]C(C)C)[O:16]C(C)C.[Li]CCCC.[OH-].[Na+]. The catalyst is O.C(OCC)C. The product is [Cl:8][C:5]1[CH:6]=[CH:7][C:2]([B:15]([OH:20])[OH:16])=[C:3]([C:9]2[N:13]([CH3:14])[N:12]=[CH:11][CH:10]=2)[CH:4]=1. The yield is 0.760. (4) The reactants are [F:1][C:2]([F:15])([F:14])[C:3]1[CH:12]=[CH:11][CH:10]=[C:9]2[C:4]=1[CH2:5][CH2:6][NH:7][C:8]2=[O:13].I[C:17]1[CH:18]=[N:19][CH:20]=[CH:21][C:22]=1[CH3:23].P([O-])([O-])([O-])=O.[K+].[K+].[K+]. The product is [CH3:23][C:22]1[CH:21]=[CH:20][N:19]=[CH:18][C:17]=1[N:7]1[CH2:6][CH2:5][C:4]2[C:9](=[CH:10][CH:11]=[CH:12][C:3]=2[C:2]([F:1])([F:14])[F:15])[C:8]1=[O:13]. The catalyst is [Cu](I)I.O1CCOCC1. The yield is 0.240. (5) The reactants are [Cl:1][C:2]1[CH:7]=[C:6]([N+:8]([O-:10])=[O:9])[C:5]([O:11][CH3:12])=[CH:4][C:3]=1[N:13]1[CH2:18][CH2:17][CH:16]([N:19]2[CH2:24][CH2:23][NH:22][CH2:21][CH2:20]2)[CH2:15][CH2:14]1.[CH3:25][S:26]([CH:29]=[CH2:30])(=[O:28])=[O:27].CS(C)=O. The catalyst is C1COCC1. The product is [Cl:1][C:2]1[CH:7]=[C:6]([N+:8]([O-:10])=[O:9])[C:5]([O:11][CH3:12])=[CH:4][C:3]=1[N:13]1[CH2:18][CH2:17][CH:16]([N:19]2[CH2:20][CH2:21][N:22]([CH2:30][CH2:29][S:26]([CH3:25])(=[O:28])=[O:27])[CH2:23][CH2:24]2)[CH2:15][CH2:14]1. The yield is 0.570. (6) The reactants are [C:1]([C:3]1[C:4]([C:20]([F:23])([F:22])[F:21])=[C:5]2[C:9](=[CH:10][CH:11]=1)[N:8]([CH2:12][C:13](=[NH:16])[NH:14][OH:15])[C:7]([CH2:17][CH2:18][CH3:19])=[CH:6]2)#[N:2].[CH3:24][S:25][C:26]1[CH:34]=[CH:33][CH:32]=[CH:31][C:27]=1[C:28](O)=O.CN(C(ON1N=NC2C=CC=NC1=2)=[N+](C)C)C.F[P-](F)(F)(F)(F)F.C(N(CC)CC)C. The catalyst is CN(C=O)C. The product is [CH3:24][S:25][C:26]1[CH:34]=[CH:33][CH:32]=[CH:31][C:27]=1[C:28]1[O:15][N:14]=[C:13]([CH2:12][N:8]2[C:9]3[C:5](=[C:4]([C:20]([F:22])([F:23])[F:21])[C:3]([C:1]#[N:2])=[CH:11][CH:10]=3)[CH:6]=[C:7]2[CH2:17][CH2:18][CH3:19])[N:16]=1. The yield is 0.300.